This data is from Reaction yield outcomes from USPTO patents with 853,638 reactions. The task is: Predict the reaction yield, written as a fraction of the theoretical maximum amount of product (1.0 means a 100% yield; for example, 0.34 means a 34% yield). (1) The product is [I:12][C:13]1[CH:20]=[CH:19][C:16]([CH2:17][N:1]2[CH:5]=[CH:4][N:3]=[CH:2]2)=[CH:15][CH:14]=1. The yield is 0.450. The reactants are [NH:1]1[CH:5]=[CH:4][N:3]=[CH:2]1.C([O-])([O-])=O.[K+].[K+].[I:12][C:13]1[CH:20]=[CH:19][C:16]([CH2:17]Br)=[CH:15][CH:14]=1.O. The catalyst is CN(C=O)C. (2) The reactants are [CH3:1][O:2][C:3]([C:5]1[C:10]([CH3:11])=[CH:9][C:8]([C:12]2[CH:17]=[CH:16][CH:15]=[C:14]([C:18]([F:21])([F:20])[F:19])[CH:13]=2)=[CH:7][N:6]=1)=[O:4].[Cl:22]C1C=CC=C(C(OO)=O)C=1.P(Cl)(Cl)(Cl)=O.C(=O)([O-])[O-].[Na+].[Na+]. No catalyst specified. The product is [CH3:1][O:2][C:3]([C:5]1[C:10]([CH3:11])=[CH:9][C:8]([C:12]2[CH:17]=[CH:16][CH:15]=[C:14]([C:18]([F:21])([F:20])[F:19])[CH:13]=2)=[C:7]([Cl:22])[N:6]=1)=[O:4]. The yield is 0.680.